Predict which catalyst facilitates the given reaction. From a dataset of Catalyst prediction with 721,799 reactions and 888 catalyst types from USPTO. (1) Reactant: OCC(C)(C)CCCCC(CCCCC(C)(C)CO)C(O)=O.C[Li].Cl.[OH:26][C:27]([CH:30]([CH2:40][CH2:41][CH2:42][CH2:43][C:44]([CH3:48])([CH3:47])[CH2:45][OH:46])[CH2:31][CH2:32][CH2:33][CH2:34][C:35]([CH3:39])([CH3:38])[CH2:36][OH:37])(C)[CH3:28]. Product: [OH:46][CH2:45][C:44]([CH3:48])([CH3:47])[CH2:43][CH2:42][CH2:41][CH2:40][CH:30]([CH2:31][CH2:32][CH2:33][CH2:34][C:35]([CH3:39])([CH3:38])[CH2:36][OH:37])[C:27](=[O:26])[CH3:28]. The catalyst class is: 56. (2) Reactant: [N:1]1[NH:2][N:3]=[N:4][C:5]=1[C:6]1[CH:7]=[C:8]2[C:12](=[CH:13][CH:14]=1)[N:11]([CH:15]1[CH2:20][CH2:19][CH2:18][CH2:17][O:16]1)[N:10]=[C:9]2[Br:21].[C:22]1([C:28](Cl)([C:35]2[CH:40]=[CH:39][CH:38]=[CH:37][CH:36]=2)[C:29]2[CH:34]=[CH:33][CH:32]=[CH:31][CH:30]=2)[CH:27]=[CH:26][CH:25]=[CH:24][CH:23]=1.C(N(CC)CC)C. Product: [Br:21][C:9]1[C:8]2[C:12](=[CH:13][CH:14]=[C:6]([C:5]3[N:4]=[N:3][N:2]([C:28]([C:22]4[CH:27]=[CH:26][CH:25]=[CH:24][CH:23]=4)([C:35]4[CH:36]=[CH:37][CH:38]=[CH:39][CH:40]=4)[C:29]4[CH:30]=[CH:31][CH:32]=[CH:33][CH:34]=4)[N:1]=3)[CH:7]=2)[N:11]([CH:15]2[CH2:20][CH2:19][CH2:18][CH2:17][O:16]2)[N:10]=1. The catalyst class is: 9.